Predict the reactants needed to synthesize the given product. From a dataset of Full USPTO retrosynthesis dataset with 1.9M reactions from patents (1976-2016). Given the product [BrH:11].[Br:11][CH2:9][C:8]([C:6]1[CH:5]=[CH:4][CH:3]=[C:2]([CH3:1])[N:7]=1)=[O:10], predict the reactants needed to synthesize it. The reactants are: [CH3:1][C:2]1[N:7]=[C:6]([C:8](=[O:10])[CH3:9])[CH:5]=[CH:4][CH:3]=1.[BrH:11].BrBr.